The task is: Predict the reactants needed to synthesize the given product.. This data is from Full USPTO retrosynthesis dataset with 1.9M reactions from patents (1976-2016). (1) Given the product [C:1]([O:5][C:6]([N:8]1[CH2:12][CH2:11][CH2:10][C@@H:9]1[CH2:13][O:14][C:15]1[CH:20]=[CH:19][C:18]([C:21](=[O:29])[C:22]2[CH:27]=[CH:26][C:25]([C:32]3[CH:33]=[CH:34][S:30][CH:31]=3)=[CH:24][CH:23]=2)=[CH:17][CH:16]=1)=[O:7])([CH3:4])([CH3:3])[CH3:2], predict the reactants needed to synthesize it. The reactants are: [C:1]([O:5][C:6]([N:8]1[CH2:12][CH2:11][CH2:10][C@@H:9]1[CH2:13][O:14][C:15]1[CH:20]=[CH:19][C:18]([C:21](=[O:29])[C:22]2[CH:27]=[CH:26][C:25](I)=[CH:24][CH:23]=2)=[CH:17][CH:16]=1)=[O:7])([CH3:4])([CH3:3])[CH3:2].[S:30]1[CH:34]=[CH:33][C:32](B(O)O)=[CH:31]1.C1(P(C2C=CC=CC=2)C2C=CC=CC=2)C=CC=CC=1.C(=O)([O-])[O-].[K+].[K+]. (2) Given the product [Cl:1][C:2]1[CH:3]=[C:4]([N:8]2[C:12]([CH2:13][NH:14][C:15](=[O:28])[NH:16][C:17]3[CH:26]=[CH:25][C:20]([C:21]([OH:23])=[O:22])=[C:19]([F:27])[CH:18]=3)=[CH:11][C:10]([C:29]([F:32])([F:30])[F:31])=[N:9]2)[CH:5]=[CH:6][CH:7]=1, predict the reactants needed to synthesize it. The reactants are: [Cl:1][C:2]1[CH:3]=[C:4]([N:8]2[C:12]([CH2:13][NH:14][C:15](=[O:28])[NH:16][C:17]3[CH:26]=[CH:25][C:20]([C:21]([O:23]C)=[O:22])=[C:19]([F:27])[CH:18]=3)=[CH:11][C:10]([C:29]([F:32])([F:31])[F:30])=[N:9]2)[CH:5]=[CH:6][CH:7]=1.[Li+].[OH-]. (3) The reactants are: [H-].[Na+].[CH:3]([C:6]1[C:12]2[CH:13]=[CH:14][CH:15]=[CH:16][C:11]=2[NH:10][C:9](=[O:17])[CH:8]([NH:18][C:19]([NH:21][C:22]2[CH:27]=[CH:26][CH:25]=[C:24]([CH3:28])[CH:23]=2)=[O:20])[N:7]=1)([CH3:5])[CH3:4].Br[CH2:30][C:31]([N:33]1[CH2:39][CH:38]2[CH2:40][CH2:41][CH:35]([CH2:36][CH2:37]2)[CH2:34]1)=[O:32]. Given the product [CH:38]12[CH2:40][CH2:41][CH:35]([CH2:36][CH2:37]1)[CH2:34][N:33]([C:31]([CH2:30][N:10]1[C:11]3[CH:16]=[CH:15][CH:14]=[CH:13][C:12]=3[C:6]([CH:3]([CH3:5])[CH3:4])=[N:7][CH:8]([NH:18][C:19]([NH:21][C:22]3[CH:27]=[CH:26][CH:25]=[C:24]([CH3:28])[CH:23]=3)=[O:20])[C:9]1=[O:17])=[O:32])[CH2:39]2, predict the reactants needed to synthesize it. (4) Given the product [C:32]1([C:38]2[C:46]3[O:45][CH:44]([CH2:47][NH2:48])[CH2:43][C:42]=3[CH:41]=[CH:40][CH:39]=2)[CH:33]=[CH:34][CH:35]=[CH:36][CH:37]=1, predict the reactants needed to synthesize it. The reactants are: CC1C=CC(S(OCC2CC3C=CC=C(C4C=CC=CC=4)C=3O2)(=O)=O)=CC=1.[N-]=[N+]=[N-].[Na+].[C:32]1([C:38]2[C:46]3[O:45][CH:44]([CH2:47][N:48]=[N+]=[N-])[CH2:43][C:42]=3[CH:41]=[CH:40][CH:39]=2)[CH:37]=[CH:36][CH:35]=[CH:34][CH:33]=1.[N-]=[N+]=[N-]. (5) Given the product [F:11][CH:23]1[S:24](=[O:25])(=[O:26])[O:27][CH2:28][CH2:29][O:30][S:31]1(=[O:33])=[O:32], predict the reactants needed to synthesize it. The reactants are: C1C=CC(S(N(S(C2C=CC=CC=2)(=O)=O)[F:11])(=O)=O)=CC=1.[H-].[Na+].[CH2:23]1[S:31](=[O:33])(=[O:32])[O:30][CH2:29][CH2:28][O:27][S:24]1(=[O:26])=[O:25].C(Cl)Cl. (6) The reactants are: N[C:2]1[N:3]=[C:4]([O:21][CH2:22][C:23]2[CH:28]=[CH:27][CH:26]=[CH:25][CH:24]=2)[C:5]2[N:10]([CH2:11][O:12][CH2:13][C:14]3[CH:19]=[CH:18][CH:17]=[CH:16][CH:15]=3)[CH:9]=[C:8]([Br:20])[C:6]=2[N:7]=1.N1C=CC=CC=1.[FH:35].N(OC(C)(C)C)=O.C([O-])(O)=O.[Na+].C([O-])([O-])=O.[Na+].[Na+]. Given the product [CH2:22]([O:21][C:4]1[C:5]2[N:10]([CH2:11][O:12][CH2:13][C:14]3[CH:19]=[CH:18][CH:17]=[CH:16][CH:15]=3)[CH:9]=[C:8]([Br:20])[C:6]=2[N:7]=[C:2]([F:35])[N:3]=1)[C:23]1[CH:28]=[CH:27][CH:26]=[CH:25][CH:24]=1, predict the reactants needed to synthesize it.